From a dataset of Peptide-MHC class I binding affinity with 185,985 pairs from IEDB/IMGT. Regression. Given a peptide amino acid sequence and an MHC pseudo amino acid sequence, predict their binding affinity value. This is MHC class I binding data. (1) The peptide sequence is MEFWLVAAL. The MHC is HLA-B08:03 with pseudo-sequence HLA-B08:03. The binding affinity (normalized) is 0.0847. (2) The peptide sequence is EEPAALLPL. The binding affinity (normalized) is 0.202. The MHC is HLA-B18:01 with pseudo-sequence HLA-B18:01. (3) The peptide sequence is YVGDTSMMVI. The MHC is HLA-A02:06 with pseudo-sequence HLA-A02:06. The binding affinity (normalized) is 0.466. (4) The peptide sequence is SIPFGLMSA. The MHC is HLA-A29:02 with pseudo-sequence HLA-A29:02. The binding affinity (normalized) is 0.0847. (5) The peptide sequence is AARILSEKRK. The MHC is HLA-A11:01 with pseudo-sequence HLA-A11:01. The binding affinity (normalized) is 0.256. (6) The peptide sequence is ELDEIGEDV. The MHC is HLA-B07:02 with pseudo-sequence HLA-B07:02. The binding affinity (normalized) is 0.0847. (7) The peptide sequence is LLGEHGVAF. The MHC is HLA-B15:01 with pseudo-sequence HLA-B15:01. The binding affinity (normalized) is 0.552. (8) The peptide sequence is HAMSSTHEA. The MHC is HLA-A02:01 with pseudo-sequence HLA-A02:01. The binding affinity (normalized) is 0.196.